From a dataset of Reaction yield outcomes from USPTO patents with 853,638 reactions. Predict the reaction yield, written as a fraction of the theoretical maximum amount of product (1.0 means a 100% yield; for example, 0.34 means a 34% yield). (1) The reactants are N(C(OCC)=O)=NC(OCC)=O.[C:13]([C:17]1[CH:18]=[CH:19][C:20]([OH:39])=[C:21]([NH:23][C:24](=[O:38])[CH2:25][CH2:26][N:27]2[C:35](=[O:36])[C:34]3[C:29](=[CH:30][CH:31]=[CH:32][CH:33]=3)[C:28]2=[O:37])[CH:22]=1)([CH3:16])([CH3:15])[CH3:14].C1(P(C2C=CC=CC=2)C2C=CC=CC=2)C=CC=CC=1. The catalyst is O1CCCC1.C(OCC)(=O)C. The product is [C:13]([C:17]1[CH:18]=[CH:19][C:20]([OH:39])=[C:21]([NH:23][C:24](=[O:38])[CH2:25][CH2:26][N:27]2[C:28](=[O:37])[C:29]3[C:34](=[CH:33][CH:32]=[CH:31][CH:30]=3)[C:35]2=[O:36])[CH:22]=1)([CH3:16])([CH3:14])[CH3:15].[C:13]([C:17]1[CH:18]=[CH:19][C:20]2[O:39][C:24]([CH2:25][CH2:26][N:27]3[C:35](=[O:36])[C:34]4[C:29](=[CH:30][CH:31]=[CH:32][CH:33]=4)[C:28]3=[O:37])=[N:23][C:21]=2[CH:22]=1)([CH3:15])([CH3:14])[CH3:16]. The yield is 0.710. (2) The reactants are [CH3:1][O:2][C:3]1[C:4]([CH:9]=O)=[N:5][CH:6]=[CH:7][N:8]=1.[CH:11]1([CH2:17][O:18][C:19]2[CH:24]=[CH:23][CH:22]=[CH:21][C:20]=2/[CH:25]=[CH:26]/[CH:27]2[CH2:32][CH2:31][NH:30][CH2:29][CH2:28]2)[CH2:16][CH2:15][CH2:14][CH2:13][CH2:12]1.C(O[BH-](OC(=O)C)OC(=O)C)(=O)C.[Na+].C(=O)([O-])[O-].[Na+].[Na+]. The catalyst is ClCCCl.C(O)(=O)C.C(OCC)(=O)C. The product is [CH:11]1([CH2:17][O:18][C:19]2[CH:24]=[CH:23][CH:22]=[CH:21][C:20]=2/[CH:25]=[CH:26]/[CH:27]2[CH2:32][CH2:31][N:30]([CH2:9][C:4]3[C:3]([O:2][CH3:1])=[N:8][CH:7]=[CH:6][N:5]=3)[CH2:29][CH2:28]2)[CH2:12][CH2:13][CH2:14][CH2:15][CH2:16]1. The yield is 0.770. (3) The reactants are Br[CH2:2][CH2:3][CH2:4][C:5]1[CH:10]=[CH:9][C:8]([C:11]2[CH:16]=[CH:15][C:14]([C:17]([O:19][CH2:20][CH3:21])=[O:18])=[CH:13][CH:12]=2)=[CH:7][C:6]=1[C:22]1[CH:27]=[CH:26][C:25]([N:28]([CH2:31][CH3:32])[CH2:29][CH3:30])=[C:24]([C:33]([CH3:36])([CH3:35])[CH3:34])[CH:23]=1.[C:37]1(=[O:47])[C:45]2[C:40](=[CH:41][CH:42]=[CH:43][CH:44]=2)[C:39](=[O:46])[NH:38]1.C(=O)([O-])[O-].[K+].[K+].Cl. The catalyst is CN(C)C=O.O. The product is [C:33]([C:24]1[CH:23]=[C:22]([C:6]2[CH:7]=[C:8]([C:11]3[CH:16]=[CH:15][C:14]([C:17]([O:19][CH2:20][CH3:21])=[O:18])=[CH:13][CH:12]=3)[CH:9]=[CH:10][C:5]=2[CH2:4][CH2:3][CH2:2][N:38]2[C:39](=[O:46])[C:40]3[C:45](=[CH:44][CH:43]=[CH:42][CH:41]=3)[C:37]2=[O:47])[CH:27]=[CH:26][C:25]=1[N:28]([CH2:29][CH3:30])[CH2:31][CH3:32])([CH3:36])([CH3:35])[CH3:34]. The yield is 0.860. (4) The reactants are [Br:1][C:2]1[CH:16]=[CH:15][C:5]2[N:6]=[C:7]([NH:9][C:10]([NH:12][CH2:13][CH3:14])=[O:11])[S:8][C:4]=2[CH:3]=1.CN.C=O.[CH3:21][N:22]1[CH2:27]COC[CH2:23]1. The product is [Br:1][C:2]1[CH:16]=[CH:15][C:5]2[N:6]=[C:7]([N:9]3[CH2:23][N:22]([CH3:27])[CH2:21][N:12]([CH2:13][CH3:14])[C:10]3=[O:11])[S:8][C:4]=2[CH:3]=1. The yield is 0.880. The catalyst is O.C(O)C. (5) The reactants are [CH:1]([O:4][C:5]([C:7]1[CH:8]([C:35]2[CH:40]=[CH:39][CH:38]=[C:37]([N+:41]([O-:43])=[O:42])[CH:36]=2)[C:9]([C:15]([O:17][CH:18]2[CH2:21][N:20]([CH:22]([C:29]3[CH:34]=[CH:33][CH:32]=[CH:31][CH:30]=3)[C:23]3[CH:28]=[CH:27][CH:26]=[CH:25][CH:24]=3)[CH2:19]2)=[O:16])=[C:10]([NH2:14])[NH:11][C:12]=1[CH3:13])=[O:6])([CH3:3])[CH3:2].O.C1C2C(=CC=CC=2)C=CC=1[S:55]([OH:58])(=[O:57])=[O:56]. The catalyst is C(OCC)(=O)C. The product is [C:22]1([S:55]([OH:58])(=[O:57])=[O:56])[C:23]2[C:24](=[CH:25][CH:26]=[CH:27][CH:28]=2)[CH:33]=[CH:34][CH:29]=1.[C:22]1([S:55]([OH:58])(=[O:57])=[O:56])[C:23]2[C:24](=[CH:25][CH:26]=[CH:27][CH:28]=2)[CH:33]=[CH:34][CH:29]=1.[CH:1]([O:4][C:5]([C:7]1[CH:8]([C:35]2[CH:40]=[CH:39][CH:38]=[C:37]([N+:41]([O-:43])=[O:42])[CH:36]=2)[C:9]([C:15]([O:17][CH:18]2[CH2:19][N:20]([CH:22]([C:29]3[CH:34]=[CH:33][CH:32]=[CH:31][CH:30]=3)[C:23]3[CH:28]=[CH:27][CH:26]=[CH:25][CH:24]=3)[CH2:21]2)=[O:16])=[C:10]([NH2:14])[NH:11][C:12]=1[CH3:13])=[O:6])([CH3:3])[CH3:2]. The yield is 0.970. (6) The reactants are [C:1]([O:9][CH2:10]Cl)(=[O:8])[C:2]1[CH:7]=[CH:6][CH:5]=[CH:4][CH:3]=1.[I-:12].[Na+]. The catalyst is C(#N)C. The product is [C:1]([O:9][CH2:10][I:12])(=[O:8])[C:2]1[CH:7]=[CH:6][CH:5]=[CH:4][CH:3]=1. The yield is 0.940. (7) The reactants are [NH2:1][C:2]1[CH:24]=[CH:23][C:5]([O:6][C:7]2[CH:12]=[CH:11][N:10]=[C:9]3[CH:13]=[C:14]([C:16]([N:18]4[CH2:22][CH2:21][CH2:20][CH2:19]4)=[O:17])[S:15][C:8]=23)=[C:4]([F:25])[CH:3]=1.[C:26]1([CH2:32][C:33]([N:35]=[C:36]=[O:37])=[O:34])[CH:31]=[CH:30][CH:29]=[CH:28][CH:27]=1.[ClH:38]. The catalyst is CO. The product is [ClH:38].[F:25][C:4]1[CH:3]=[C:2]([NH:1][C:36]([NH:35][C:33](=[O:34])[CH2:32][C:26]2[CH:27]=[CH:28][CH:29]=[CH:30][CH:31]=2)=[O:37])[CH:24]=[CH:23][C:5]=1[O:6][C:7]1[CH:12]=[CH:11][N:10]=[C:9]2[CH:13]=[C:14]([C:16]([N:18]3[CH2:19][CH2:20][CH2:21][CH2:22]3)=[O:17])[S:15][C:8]=12. The yield is 0.330. (8) The reactants are [O:1]1[C:5]2[CH:6]=[CH:7][C:8]([C:10]3[CH:11]=[C:12]4[C:17](=[CH:18][CH:19]=3)[CH:16]([C:20](OCC)=[O:21])[C:15](=O)[CH2:14][CH2:13]4)=[CH:9][C:4]=2[O:3][CH2:2]1.[NH:26]([C:28]1[CH:33]=[CH:32][CH:31]=[CH:30][N:29]=1)[NH2:27]. No catalyst specified. The product is [O:1]1[C:5]2[CH:6]=[CH:7][C:8]([C:10]3[CH:19]=[CH:18][C:17]4[C:16]5[C:15]([CH2:14][CH2:13][C:12]=4[CH:11]=3)=[N:27][N:26]([C:28]3[CH:33]=[CH:32][CH:31]=[CH:30][N:29]=3)[C:20]=5[OH:21])=[CH:9][C:4]=2[O:3][CH2:2]1. The yield is 0.230.